From a dataset of Catalyst prediction with 721,799 reactions and 888 catalyst types from USPTO. Predict which catalyst facilitates the given reaction. (1) Reactant: [Br:1][C:2]1[CH:3]=[CH:4][C:5]([N:12]([CH2:21][C:22]2[CH:27]=[CH:26][C:25]([O:28][CH3:29])=[CH:24][CH:23]=2)[C:13](=[O:20])[CH2:14][C:15]2[S:16][CH:17]=[CH:18][CH:19]=2)=[C:6]([CH:11]=1)[C:7](OC)=[O:8].CC(C)([O-])C.[K+].Cl. Product: [Br:1][C:2]1[CH:11]=[C:6]2[C:5](=[CH:4][CH:3]=1)[N:12]([CH2:21][C:22]1[CH:27]=[CH:26][C:25]([O:28][CH3:29])=[CH:24][CH:23]=1)[C:13](=[O:20])[C:14]([C:15]1[S:16][CH:17]=[CH:18][CH:19]=1)=[C:7]2[OH:8]. The catalyst class is: 7. (2) Product: [CH3:13][O:12][C:8]1[C:7]2[O:14][CH2:2][C:3](=[O:4])[NH:5][C:6]=2[CH:11]=[CH:10][CH:9]=1. Reactant: Cl[CH2:2][C:3]([NH:5][C:6]1[CH:11]=[CH:10][CH:9]=[C:8]([O:12][CH3:13])[C:7]=1[OH:14])=[O:4].C(=O)([O-])[O-].[K+].[K+].O. The catalyst class is: 9. (3) Reactant: [NH:1]([C:3]([O:5][C:6]([CH3:9])([CH3:8])[CH3:7])=[O:4])[NH2:2].C(N(CC)CC)C.[Cl:17][C:18]1[N:19]=[CH:20][C:21]([C:24](Cl)=[O:25])=[N:22][CH:23]=1. Product: [Cl:17][C:18]1[N:19]=[CH:20][C:21]([C:24]([NH:2][NH:1][C:3]([O:5][C:6]([CH3:9])([CH3:8])[CH3:7])=[O:4])=[O:25])=[N:22][CH:23]=1. The catalyst class is: 4. (4) Reactant: [CH3:1][N:2]([CH3:19])[C:3](=O)[CH2:4][O:5][C:6]1[CH:15]=[CH:14][C:9]([C:10](OC)=[O:11])=[CH:8][C:7]=1[O:16][CH3:17].CCOCC.[H-].[Al+3].[Li+].[H-].[H-].[H-]. Product: [CH3:1][N:2]([CH3:19])[CH2:3][CH2:4][O:5][C:6]1[CH:15]=[CH:14][C:9]([CH2:10][OH:11])=[CH:8][C:7]=1[O:16][CH3:17]. The catalyst class is: 1. (5) Reactant: [F:1][C:2]([F:41])([F:40])[C:3]1[CH:4]=[C:5]([CH:33]=[C:34]([C:36]([F:39])([F:38])[F:37])[CH:35]=1)[CH2:6][N:7]([CH2:15][C:16]1[CH:21]=[C:20]([C:22]([F:25])([F:24])[F:23])[CH:19]=[CH:18][C:17]=1[N:26]([CH2:29][CH2:30][CH2:31][CH3:32])[CH2:27][CH3:28])[C:8]1[CH:13]=[C:12](Cl)[N:11]=[CH:10][N:9]=1.Cl.[C:43]([O:47][C:48](=[O:52])[CH2:49][CH2:50][NH2:51])([CH3:46])([CH3:45])[CH3:44].C(N(C(C)C)C(C)C)C.C(OCC)(=O)C. Product: [F:1][C:2]([F:41])([F:40])[C:3]1[CH:4]=[C:5]([CH:33]=[C:34]([C:36]([F:39])([F:38])[F:37])[CH:35]=1)[CH2:6][N:7]([CH2:15][C:16]1[CH:21]=[C:20]([C:22]([F:25])([F:24])[F:23])[CH:19]=[CH:18][C:17]=1[N:26]([CH2:29][CH2:30][CH2:31][CH3:32])[CH2:27][CH3:28])[C:8]1[N:9]=[CH:10][N:11]=[C:12]([NH:51][CH2:50][CH2:49][C:48]([O:47][C:43]([CH3:46])([CH3:45])[CH3:44])=[O:52])[CH:13]=1. The catalyst class is: 11. (6) Reactant: C([O:8][C:9](=[O:32])[C@@H:10]1[CH2:14][CH2:13][CH2:12][N:11]1[C:15](=[O:31])[CH:16]([CH2:27][CH:28]([CH3:30])[CH3:29])[NH:17][S:18]([C:21]1[CH:26]=[CH:25][CH:24]=[CH:23][CH:22]=1)(=[O:20])=[O:19])C1C=CC=CC=1.[H][H]. Product: [C:21]1([S:18]([NH:17][CH:16]([C:15]([N:11]2[CH2:12][CH2:13][CH2:14][C@H:10]2[C:9]([OH:32])=[O:8])=[O:31])[CH2:27][CH:28]([CH3:30])[CH3:29])(=[O:20])=[O:19])[CH:22]=[CH:23][CH:24]=[CH:25][CH:26]=1. The catalyst class is: 129. (7) Reactant: [CH3:1][NH:2][CH3:3].[Cl:4][C:5]1[CH:6]=[CH:7][C:8]([N:13]2[C:17]3=[N:18][C:19]4[C:24]([Cl:25])=[CH:23][CH:22]=[C:21]([CH:26]([CH2:29][CH3:30])[CH2:27][CH3:28])[C:20]=4[N:16]3[CH2:15][CH2:14]2)=[C:9]([CH:12]=1)[CH:10]=O.C(O)(=O)C.C([BH3-])#N.[Na+]. Product: [Cl:4][C:5]1[CH:6]=[CH:7][C:8]([N:13]2[C:17]3=[N:18][C:19]4[C:24]([Cl:25])=[CH:23][CH:22]=[C:21]([CH:26]([CH2:29][CH3:30])[CH2:27][CH3:28])[C:20]=4[N:16]3[CH2:15][CH2:14]2)=[C:9]([CH2:10][N:2]([CH3:3])[CH3:1])[CH:12]=1. The catalyst class is: 364.